From a dataset of Full USPTO retrosynthesis dataset with 1.9M reactions from patents (1976-2016). Predict the reactants needed to synthesize the given product. (1) Given the product [Br:4][C:5]1[N:6]=[C:7]([C:16]([F:19])([F:18])[F:17])[S:8][C:9]=1[C:10](=[O:11])[CH3:1], predict the reactants needed to synthesize it. The reactants are: [CH3:1][Mg+].[Br-].[Br:4][C:5]1[N:6]=[C:7]([C:16]([F:19])([F:18])[F:17])[S:8][C:9]=1[C:10](N(OC)C)=[O:11].Cl. (2) The reactants are: C1C2C(COC([N:18]3[CH2:23][CH2:22][N:21]([S:24]([C:27]4[S:28][C:29]([C:32]5[CH:37]=[CH:36][CH:35]=[CH:34][CH:33]=5)=[CH:30][CH:31]=4)(=[O:26])=[O:25])[C@@H:20]([C:38]([NH:40][O:41][CH:42]4[CH2:47][CH2:46][CH2:45][CH2:44][O:43]4)=[O:39])[CH2:19]3)=O)C3C(=CC=CC=3)C=2C=CC=1. Given the product [C:32]1([C:29]2[S:28][C:27]([S:24]([N:21]3[CH2:22][CH2:23][NH:18][CH2:19][C@@H:20]3[C:38]([NH:40][O:41][CH:42]3[CH2:47][CH2:46][CH2:45][CH2:44][O:43]3)=[O:39])(=[O:25])=[O:26])=[CH:31][CH:30]=2)[CH:33]=[CH:34][CH:35]=[CH:36][CH:37]=1, predict the reactants needed to synthesize it. (3) Given the product [CH3:18][N:15]1[C:14]([C:19](=[O:21])[NH:35][CH2:34][C@@H:30]2[CH2:31][CH2:32][CH2:33][O:29]2)=[C:13]([NH:12][C:10]([C:8]2[C:7]([NH:22][C:23]3[CH:24]=[N:25][CH:26]=[N:27][CH:28]=3)=[N:6][CH:5]=[C:4]([CH:1]3[CH2:3][CH2:2]3)[N:9]=2)=[O:11])[CH:17]=[N:16]1, predict the reactants needed to synthesize it. The reactants are: [CH:1]1([C:4]2[N:9]=[C:8]([C:10]([NH:12][C:13]3[CH:17]=[N:16][N:15]([CH3:18])[C:14]=3[C:19]([OH:21])=O)=[O:11])[C:7]([NH:22][C:23]3[CH:24]=[N:25][CH:26]=[N:27][CH:28]=3)=[N:6][CH:5]=2)[CH2:3][CH2:2]1.[O:29]1[CH2:33][CH2:32][CH2:31][C@H:30]1[CH2:34][NH2:35]. (4) Given the product [CH2:1]([N:3]1[C:4]2[C:9](=[C:8]([O:10][CH3:11])[CH:7]=[CH:6][C:5]=2[CH:12]2[CH2:21][CH2:20][C:19]3[C:14](=[CH:15][CH:16]=[C:17]([O:22][CH3:23])[CH:18]=3)[CH2:13]2)[C:25](=[O:26])[C:24]1=[O:28])[CH3:2], predict the reactants needed to synthesize it. The reactants are: [CH2:1]([NH:3][C:4]1[CH:9]=[C:8]([O:10][CH3:11])[CH:7]=[CH:6][C:5]=1[CH:12]1[CH2:21][CH2:20][C:19]2[C:14](=[CH:15][CH:16]=[C:17]([O:22][CH3:23])[CH:18]=2)[CH2:13]1)[CH3:2].[C:24](Cl)(=[O:28])[C:25](Cl)=[O:26]. (5) Given the product [Cl:1][C:2]1[CH:7]=[CH:6][C:5]([C:8]2[CH:13]=[C:12]([CH:14]3[CH2:16][CH2:15]3)[N:11]3[N:17]=[CH:18][C:19]([C:20]#[C:21][C:23]4[CH:28]=[CH:27][C:26]([S:29]([NH2:32])(=[O:31])=[O:30])=[CH:25][CH:24]=4)=[C:10]3[N:9]=2)=[CH:4][CH:3]=1, predict the reactants needed to synthesize it. The reactants are: [Cl:1][C:2]1[CH:7]=[CH:6][C:5]([C:8]2[CH:13]=[C:12]([CH:14]3[CH2:16][CH2:15]3)[N:11]3[N:17]=[CH:18][C:19]([C:20]#[CH:21])=[C:10]3[N:9]=2)=[CH:4][CH:3]=1.Br[C:23]1[CH:28]=[CH:27][C:26]([S:29]([NH2:32])(=[O:31])=[O:30])=[CH:25][CH:24]=1.